From a dataset of Full USPTO retrosynthesis dataset with 1.9M reactions from patents (1976-2016). Predict the reactants needed to synthesize the given product. (1) Given the product [CH3:1][N:2]1[C:6]([CH2:7][O:8][C:9]2[CH:14]=[CH:13][C:12]([C:15]([F:18])([F:17])[F:16])=[CH:11][CH:10]=2)=[C:5]([C:19]([NH:25][NH2:26])=[O:21])[CH:4]=[N:3]1, predict the reactants needed to synthesize it. The reactants are: [CH3:1][N:2]1[C:6]([CH2:7][O:8][C:9]2[CH:14]=[CH:13][C:12]([C:15]([F:18])([F:17])[F:16])=[CH:11][CH:10]=2)=[C:5]([C:19]([O:21]CC)=O)[CH:4]=[N:3]1.O.[NH2:25][NH2:26]. (2) Given the product [CH3:20][O:21][C:22](=[O:40])[C@@H:23]([NH:32][C:33]([O:35][C:36]([CH3:38])([CH3:37])[CH3:39])=[O:34])[C:24]1[CH:29]=[CH:28][C:27]([O:18][CH2:17][CH2:16][C@H:15]([CH:12]2[CH2:13][CH2:14][N:9]([C:7]3[O:6][N:5]=[C:4]([CH:1]([CH3:3])[CH3:2])[N:8]=3)[CH2:10][CH2:11]2)[CH3:19])=[CH:26][C:25]=1[F:31], predict the reactants needed to synthesize it. The reactants are: [CH:1]([C:4]1[N:8]=[C:7]([N:9]2[CH2:14][CH2:13][CH:12]([C@H:15]([CH3:19])[CH2:16][CH2:17][OH:18])[CH2:11][CH2:10]2)[O:6][N:5]=1)([CH3:3])[CH3:2].[CH3:20][O:21][C:22](=[O:40])[C@@H:23]([NH:32][C:33]([O:35][C:36]([CH3:39])([CH3:38])[CH3:37])=[O:34])[C:24]1[CH:29]=[CH:28][C:27](O)=[CH:26][C:25]=1[F:31]. (3) Given the product [ClH:36].[F:33][CH:31]([F:32])[O:30][C:26]1[CH:25]=[C:24]([S:21]([NH:20][C:18]2[CH:17]=[CH:16][C:15]([O:34][CH3:35])=[C:14]([N:11]3[CH2:10][CH2:9][NH:8][CH2:13][CH2:12]3)[CH:19]=2)(=[O:23])=[O:22])[CH:29]=[CH:28][CH:27]=1, predict the reactants needed to synthesize it. The reactants are: C(OC([N:8]1[CH2:13][CH2:12][N:11]([C:14]2[CH:19]=[C:18]([NH:20][S:21]([C:24]3[CH:29]=[CH:28][CH:27]=[C:26]([O:30][CH:31]([F:33])[F:32])[CH:25]=3)(=[O:23])=[O:22])[CH:17]=[CH:16][C:15]=2[O:34][CH3:35])[CH2:10][CH2:9]1)=O)(C)(C)C.[ClH:36]. (4) Given the product [Br:5][C:6]1[CH:11]=[CH:10][C:9]([C:12](=[O:18])[CH2:13][CH2:14][C:15]([OH:17])=[O:16])=[CH:8][CH:7]=1, predict the reactants needed to synthesize it. The reactants are: [Cl-].[Cl-].[Cl-].[Al+3].[Br:5][C:6]1[CH:11]=[CH:10][CH:9]=[CH:8][CH:7]=1.[C:12]1(=[O:18])[O:17][C:15](=[O:16])[CH2:14][CH2:13]1.Cl.